This data is from Forward reaction prediction with 1.9M reactions from USPTO patents (1976-2016). The task is: Predict the product of the given reaction. (1) Given the reactants C(OC(=O)[NH:7][CH2:8][CH2:9][CH2:10][CH2:11][NH:12][C:13](=[O:35])[C:14]1[CH:19]=[CH:18][C:17]([C:20](=[O:34])[NH:21][CH2:22][CH2:23][CH2:24][CH2:25][NH:26]C(OC(C)(C)C)=O)=[CH:16][CH:15]=1)(C)(C)C.C(O)(C(F)(F)F)=O, predict the reaction product. The product is: [NH2:7][CH2:8][CH2:9][CH2:10][CH2:11][NH:12][C:13](=[O:35])[C:14]1[CH:19]=[CH:18][C:17]([C:20]([NH:21][CH2:22][CH2:23][CH2:24][CH2:25][NH2:26])=[O:34])=[CH:16][CH:15]=1. (2) The product is: [CH3:9][S:10]([O:8][C@@H:3]1[CH2:4][CH2:5][CH2:6][CH2:7][C@H:2]1[CH3:1])(=[O:12])=[O:11]. Given the reactants [CH3:1][C@@H:2]1[CH2:7][CH2:6][CH2:5][CH2:4][C@H:3]1[OH:8].[CH3:9][S:10](Cl)(=[O:12])=[O:11].O, predict the reaction product. (3) Given the reactants C(OC([N:8]1[CH2:13][CH2:12][C@H:11]([NH:14][C:15]([C:17]2[NH:18][C:19]([CH3:24])=[C:20]([Cl:23])[C:21]=2[Cl:22])=[O:16])[C@H:10]([N:25]=[N+:26]=[N-:27])[CH2:9]1)=O)(C)(C)C, predict the reaction product. The product is: [ClH:22].[N:25]([C@H:10]1[C@@H:11]([NH:14][C:15]([C:17]2[NH:18][C:19]([CH3:24])=[C:20]([Cl:23])[C:21]=2[Cl:22])=[O:16])[CH2:12][CH2:13][NH:8][CH2:9]1)=[N+:26]=[N-:27]. (4) Given the reactants [Cl:1][C:2]1[C:3]([N:8]2[C:12]([C:13]3[O:14][C:15](=[O:26])[C:16]4[CH:22]=[C:21]([C:23]#[N:24])[CH:20]=[C:19]([CH3:25])[C:17]=4[N:18]=3)=[CH:11][C:10]([C:27]([F:30])([F:29])[F:28])=[N:9]2)=[N:4][CH:5]=[CH:6][CH:7]=1.Cl.[C:32]1([NH2:38])([CH:35]2[CH2:37][CH2:36]2)[CH2:34][CH2:33]1.C(N(CC)CC)C, predict the reaction product. The product is: [C:32]1([NH:38][C:15]([C:16]2[CH:22]=[C:21]([C:23]#[N:24])[CH:20]=[C:19]([CH3:25])[C:17]=2[NH:18][C:13]([C:12]2[N:8]([C:3]3[C:2]([Cl:1])=[CH:7][CH:6]=[CH:5][N:4]=3)[N:9]=[C:10]([C:27]([F:30])([F:29])[F:28])[CH:11]=2)=[O:14])=[O:26])([CH:35]2[CH2:37][CH2:36]2)[CH2:34][CH2:33]1. (5) Given the reactants [O:1]=[C:2]1[CH2:6][CH2:5][CH2:4][N:3]1[C@@H:7]1[CH2:12][CH2:11][C@H:10]([C:13]([OH:15])=O)[CH2:9][CH2:8]1.[F:16][C:17]1[CH:18]=[C:19]([C:24]2[CH:25]=[CH:26][C:27]([NH2:30])=[N:28][CH:29]=2)[CH:20]=[C:21]([F:23])[CH:22]=1, predict the reaction product. The product is: [F:23][C:21]1[CH:20]=[C:19]([C:24]2[CH:25]=[CH:26][C:27]([NH:30][C:13]([C@H:10]3[CH2:9][CH2:8][C@@H:7]([N:3]4[CH2:4][CH2:5][CH2:6][C:2]4=[O:1])[CH2:12][CH2:11]3)=[O:15])=[N:28][CH:29]=2)[CH:18]=[C:17]([F:16])[CH:22]=1.